The task is: Regression. Given a peptide amino acid sequence and an MHC pseudo amino acid sequence, predict their binding affinity value. This is MHC class II binding data.. This data is from Peptide-MHC class II binding affinity with 134,281 pairs from IEDB. The peptide sequence is PGHGISVGSLGRYKD. The MHC is DRB1_1201 with pseudo-sequence DRB1_1201. The binding affinity (normalized) is 0.379.